From a dataset of NCI-60 drug combinations with 297,098 pairs across 59 cell lines. Regression. Given two drug SMILES strings and cell line genomic features, predict the synergy score measuring deviation from expected non-interaction effect. (1) Drug 1: CC1C(C(CC(O1)OC2CC(CC3=C2C(=C4C(=C3O)C(=O)C5=C(C4=O)C(=CC=C5)OC)O)(C(=O)C)O)N)O.Cl. Drug 2: C1C(C(OC1N2C=NC3=C2NC=NCC3O)CO)O. Cell line: MDA-MB-231. Synergy scores: CSS=15.9, Synergy_ZIP=-5.09, Synergy_Bliss=0.476, Synergy_Loewe=-4.29, Synergy_HSA=0.424. (2) Drug 2: N.N.Cl[Pt+2]Cl. Cell line: NCI-H322M. Synergy scores: CSS=-1.73, Synergy_ZIP=0.251, Synergy_Bliss=1.52, Synergy_Loewe=-3.45, Synergy_HSA=-3.01. Drug 1: CC1=CC=C(C=C1)C2=CC(=NN2C3=CC=C(C=C3)S(=O)(=O)N)C(F)(F)F. (3) Drug 1: C1=CC(=CC=C1CCCC(=O)O)N(CCCl)CCCl. Drug 2: N.N.Cl[Pt+2]Cl. Cell line: MOLT-4. Synergy scores: CSS=47.3, Synergy_ZIP=-0.961, Synergy_Bliss=-2.84, Synergy_Loewe=-7.04, Synergy_HSA=-1.99. (4) Drug 1: CN(C)N=NC1=C(NC=N1)C(=O)N. Drug 2: CCC1(CC2CC(C3=C(CCN(C2)C1)C4=CC=CC=C4N3)(C5=C(C=C6C(=C5)C78CCN9C7C(C=CC9)(C(C(C8N6C=O)(C(=O)OC)O)OC(=O)C)CC)OC)C(=O)OC)O.OS(=O)(=O)O. Cell line: UACC62. Synergy scores: CSS=3.00, Synergy_ZIP=-2.22, Synergy_Bliss=-4.04, Synergy_Loewe=-4.02, Synergy_HSA=-3.96. (5) Drug 1: CN1CCC(CC1)COC2=C(C=C3C(=C2)N=CN=C3NC4=C(C=C(C=C4)Br)F)OC. Drug 2: CCCCC(=O)OCC(=O)C1(CC(C2=C(C1)C(=C3C(=C2O)C(=O)C4=C(C3=O)C=CC=C4OC)O)OC5CC(C(C(O5)C)O)NC(=O)C(F)(F)F)O. Cell line: SF-295. Synergy scores: CSS=7.14, Synergy_ZIP=-0.447, Synergy_Bliss=2.71, Synergy_Loewe=3.86, Synergy_HSA=3.48.